From a dataset of Reaction yield outcomes from USPTO patents with 853,638 reactions. Predict the reaction yield, written as a fraction of the theoretical maximum amount of product (1.0 means a 100% yield; for example, 0.34 means a 34% yield). (1) The catalyst is O. The product is [Br:1][C:2]1[N:3]=[C:4]2[N:15]([C@H:16]3[CH2:21][CH2:20][C@H:19]([O:22][CH3:23])[CH2:18][CH2:17]3)[C:10](=[O:11])[CH2:9][NH:8][C:5]2=[N:6][CH:7]=1. The reactants are [Br:1][C:2]1[N:3]=[C:4]([NH:15][C@H:16]2[CH2:21][CH2:20][C@H:19]([O:22][CH3:23])[CH2:18][CH2:17]2)[C:5]([NH:8][CH2:9][C:10](OCC)=[O:11])=[N:6][CH:7]=1.CO.C(O)(C(F)(F)F)=O.C(=O)(O)[O-].[Na+]. The yield is 0.550. (2) The reactants are I[C:2]1[CH:31]=[CH:30][C:5]([C:6]([N:8]2[C:17]3[C:12](=[CH:13][CH:14]=[CH:15][CH:16]=3)[C@H:11]([NH:18][C:19](=[O:28])[O:20][CH2:21][C:22]3[CH:27]=[CH:26][CH:25]=[CH:24][CH:23]=3)[CH2:10][C@@H:9]2[CH3:29])=[O:7])=[CH:4][CH:3]=1.[CH2:32]([O:34][C:35](=[O:40])[CH2:36][CH2:37][CH:38]=[CH2:39])[CH3:33].C([O-])(=O)C.[K+].C1(P(C2C=CC=CC=2)C2C=CC=CC=2)C=CC=CC=1. The catalyst is CN(C=O)C.[Cl-].C([N+](CCCC)(CCCC)CCCC)CCC.C([O-])(=O)C.[Pd+2].C([O-])(=O)C. The product is [CH2:21]([O:20][C:19]([NH:18][C@H:11]1[C:12]2[C:17](=[CH:16][CH:15]=[CH:14][CH:13]=2)[N:8]([C:6]([C:5]2[CH:30]=[CH:31][C:2](/[CH:39]=[CH:38]/[CH2:37][CH2:36][C:35]([O:34][CH2:32][CH3:33])=[O:40])=[CH:3][CH:4]=2)=[O:7])[C@@H:9]([CH3:29])[CH2:10]1)=[O:28])[C:22]1[CH:27]=[CH:26][CH:25]=[CH:24][CH:23]=1. The yield is 0.830.